Dataset: Reaction yield outcomes from USPTO patents with 853,638 reactions. Task: Predict the reaction yield, written as a fraction of the theoretical maximum amount of product (1.0 means a 100% yield; for example, 0.34 means a 34% yield). (1) The reactants are [CH3:1][S:2][C:3]1[CH:4]=[C:5]([CH2:9][C:10](=[O:15])[CH2:11][N:12]=[N+]=[N-])[CH:6]=[CH:7][CH:8]=1.[Cl:16][Sn]Cl. The catalyst is CCO. The product is [ClH:16].[CH3:1][S:2][C:3]1[CH:4]=[C:5]([CH2:9][C:10](=[O:15])[CH2:11][NH2:12])[CH:6]=[CH:7][CH:8]=1. The yield is 1.00. (2) The reactants are [NH2:1][C:2]1[CH:3]=[CH:4][C:5]([O:19][CH2:20][CH2:21][CH3:22])=[C:6]([C:8]2[NH:13][C:12](=[O:14])[C:11]([CH2:15][CH3:16])=[C:10]([CH2:17][CH3:18])[N:9]=2)[CH:7]=1.C(O)(=O)C.[O-:27][C:28]#[N:29].[K+]. The catalyst is O. The product is [CH2:17]([C:10]1[N:9]=[C:8]([C:6]2[CH:7]=[C:2]([NH:1][C:28]([NH2:29])=[O:27])[CH:3]=[CH:4][C:5]=2[O:19][CH2:20][CH2:21][CH3:22])[NH:13][C:12](=[O:14])[C:11]=1[CH2:15][CH3:16])[CH3:18]. The yield is 0.910. (3) The reactants are [Cl-].O[NH3+:3].[C:4](=[O:7])([O-])[OH:5].[Na+].CS(C)=O.[OH:13][CH2:14][C:15]([CH3:50])([CH3:49])[O:16][C:17]1[CH:22]=[CH:21][C:20]([N:23]2[C:28](=[O:29])[C:27]([CH2:30][C:31]3[CH:36]=[CH:35][C:34]([C:37]4[C:38]([C:43]#[N:44])=[CH:39][CH:40]=[CH:41][CH:42]=4)=[CH:33][CH:32]=3)=[C:26]([CH2:45][CH2:46][CH3:47])[N:25]=[C:24]2[CH3:48])=[CH:19][CH:18]=1. The catalyst is O.C(OCC)(=O)C. The product is [OH:13][CH2:14][C:15]([CH3:49])([CH3:50])[O:16][C:17]1[CH:22]=[CH:21][C:20]([N:23]2[C:28](=[O:29])[C:27]([CH2:30][C:31]3[CH:36]=[CH:35][C:34]([C:37]4[CH:42]=[CH:41][CH:40]=[CH:39][C:38]=4[C:43]4[NH:3][C:4](=[O:7])[O:5][N:44]=4)=[CH:33][CH:32]=3)=[C:26]([CH2:45][CH2:46][CH3:47])[N:25]=[C:24]2[CH3:48])=[CH:19][CH:18]=1. The yield is 0.260.